This data is from Reaction yield outcomes from USPTO patents with 853,638 reactions. The task is: Predict the reaction yield, written as a fraction of the theoretical maximum amount of product (1.0 means a 100% yield; for example, 0.34 means a 34% yield). The reactants are [F:1][C:2]1[CH:7]=[C:6]([Cl:8])[CH:5]=[CH:4][C:3]=1B(O)O.[C:12](=[O:15])([O-])[O-].[Na+].[Na+].CO[CH2:20][CH2:21][O:22]C. The catalyst is C1C=CC(P(C2C=CC=CC=2)[C-]2C=CC=C2)=CC=1.C1C=CC(P(C2C=CC=CC=2)[C-]2C=CC=C2)=CC=1.Cl[Pd]Cl.[Fe+2]. The product is [Cl:8][C:6]1[CH:5]=[CH:4][C:3]([C:2]2[CH:3]=[CH:4][C:21]([OH:22])=[C:20]([CH:12]=[O:15])[CH:7]=2)=[C:2]([F:1])[CH:7]=1. The yield is 0.890.